This data is from Forward reaction prediction with 1.9M reactions from USPTO patents (1976-2016). The task is: Predict the product of the given reaction. (1) Given the reactants Br[C:2]1[CH:3]=[C:4]2[N:10]([C:11]3[C:20]4[C:15](=[CH:16][C:17]([F:21])=[CH:18][CH:19]=4)[N:14]=[C:13]([C:22]4[C:23]([CH3:28])=[N:24][CH:25]=[CH:26][CH:27]=4)[C:12]=3[CH3:29])[CH2:9][C:8]([CH3:31])([CH3:30])[C:5]2=[N:6][CH:7]=1.[NH:32]1[CH2:37][CH2:36][O:35][CH2:34][CH2:33]1.CC(C)([O-])C.[Na+].CC(C1C=C(C(C)C)C(C2C=CC=CC=2P(C2CCCCC2)C2CCCCC2)=C(C(C)C)C=1)C, predict the reaction product. The product is: [CH3:31][C:8]1([CH3:30])[C:5]2=[N:6][CH:7]=[C:2]([N:32]3[CH2:37][CH2:36][O:35][CH2:34][CH2:33]3)[CH:3]=[C:4]2[N:10]([C:11]2[C:20]3[C:15](=[CH:16][C:17]([F:21])=[CH:18][CH:19]=3)[N:14]=[C:13]([C:22]3[C:23]([CH3:28])=[N:24][CH:25]=[CH:26][CH:27]=3)[C:12]=2[CH3:29])[CH2:9]1. (2) Given the reactants [C:1]([CH:4]1[C:13]2([CH2:18][CH2:17][N:16](C(OC(C)(C)C)=O)[CH2:15][CH2:14]2)[O:12][C:11]2[C:6](=[CH:7][CH:8]=[CH:9][CH:10]=2)[C:5]1=O)(=O)[CH3:2].[NH2:27][N:28](C)[C:29](=O)OC(C)(C)C.O.C1(C)C=CC(S(O)(=O)=O)=CC=1.[ClH:49], predict the reaction product. The product is: [ClH:49].[ClH:49].[CH3:29][N:28]1[C:5]2[C:6]3[CH:11]=[CH:10][CH:9]=[CH:8][C:7]=3[O:12][C:13]3([CH2:14][CH2:15][NH:16][CH2:17][CH2:18]3)[C:4]=2[C:1]([CH3:2])=[N:27]1. (3) Given the reactants C([Si](C)(C)[O:6][C:7]1[CH:12]=[CH:11][C:10]([C:13]2[C:17]([C:18]3[CH:23]=[CH:22][CH:21]=[CH:20][CH:19]=3)=[C:16]([C:24]3([CH2:27][N:28]([CH3:30])[CH3:29])[CH2:26][CH2:25]3)[O:15][N:14]=2)=[CH:9][CH:8]=1)(C)(C)C.[F-].C([N+](CCCC)(CCCC)CCCC)CCC.[Cl:51]CCl, predict the reaction product. The product is: [ClH:51].[CH3:30][N:28]([CH2:27][C:24]1([C:16]2[O:15][N:14]=[C:13]([C:10]3[CH:9]=[CH:8][C:7]([OH:6])=[CH:12][CH:11]=3)[C:17]=2[C:18]2[CH:19]=[CH:20][CH:21]=[CH:22][CH:23]=2)[CH2:25][CH2:26]1)[CH3:29]. (4) Given the reactants [OH:1][C@@H:2]1[C@@H:9]2[C@@:5]([C:12]([O:14]C)=[O:13])([O:6][C:7]([CH3:11])([CH3:10])[O:8]2)[O:4][C@H:3]1[CH2:16][NH:17][C:18]([CH:20]1[CH2:25][CH2:24][CH:23]([CH2:26][NH:27][C:28](=[O:70])[CH2:29][NH:30][C:31](=[O:69])[CH2:32][N:33]2[CH2:44][CH2:43][N:42]([CH2:45][C:46](=[O:52])[O:47][C:48]([CH3:51])([CH3:50])[CH3:49])[CH2:41][CH2:40][N:39]([CH2:53][C:54](=[O:60])[O:55][C:56]([CH3:59])([CH3:58])[CH3:57])[CH2:38][CH2:37][N:36]([CH2:61][C:62]([O:64][C:65]([CH3:68])([CH3:67])[CH3:66])=[O:63])[CH2:35][CH2:34]2)[CH2:22][CH2:21]1)=[O:19].O[Li].O, predict the reaction product. The product is: [OH:1][C@@H:2]1[C@@H:9]2[C@@:5]([C:12]([OH:14])=[O:13])([O:6][C:7]([CH3:11])([CH3:10])[O:8]2)[O:4][C@H:3]1[CH2:16][NH:17][C:18]([CH:20]1[CH2:21][CH2:22][CH:23]([CH2:26][NH:27][C:28](=[O:70])[CH2:29][NH:30][C:31](=[O:69])[CH2:32][N:33]2[CH2:34][CH2:35][N:36]([CH2:61][C:62](=[O:63])[O:64][C:65]([CH3:66])([CH3:67])[CH3:68])[CH2:37][CH2:38][N:39]([CH2:53][C:54](=[O:60])[O:55][C:56]([CH3:57])([CH3:58])[CH3:59])[CH2:40][CH2:41][N:42]([CH2:45][C:46]([O:47][C:48]([CH3:51])([CH3:50])[CH3:49])=[O:52])[CH2:43][CH2:44]2)[CH2:24][CH2:25]1)=[O:19].